This data is from Retrosynthesis with 50K atom-mapped reactions and 10 reaction types from USPTO. The task is: Predict the reactants needed to synthesize the given product. (1) Given the product CCOC(=O)c1cn(C2CC2)c2c(CCC[C@@H]3CCCN3C(=O)OC(C)(C)C)c(F)c(F)cc2c1=O, predict the reactants needed to synthesize it. The reactants are: CCOC(=O)c1cn(C2CC2)c2c(C#CC[C@@H]3CCCN3C(=O)OC(C)(C)C)c(F)c(F)cc2c1=O. (2) Given the product CC(C)[C@@H](NC(=O)OC(C)(C)C)C(=O)N1C2CCC1CN(C(=O)c1ccc(Nc3ncc4cc(C(=O)N(C)C)n(C5CCCC5)c4n3)nc1)C2, predict the reactants needed to synthesize it. The reactants are: CC(C)[C@@H](NC(=O)OC(C)(C)C)C(=O)O.CN(C)C(=O)c1cc2cnc(Nc3ccc(C(=O)N4CC5CCC(C4)N5)cn3)nc2n1C1CCCC1. (3) Given the product CCCCCCC(=CC(=O)O)C(C)=O, predict the reactants needed to synthesize it. The reactants are: CCCCCCCC(C)=O.O=CC(=O)O. (4) The reactants are: CC(C)(C#N)c1cccc(Nc2cc(Cl)nnc2C(N)=O)n1.NCCN. Given the product CC(C)(C#N)c1cccc(Nc2cc(NCCN)nnc2C(N)=O)n1, predict the reactants needed to synthesize it. (5) Given the product CC(=O)OCC(C)(C)c1ccccc1, predict the reactants needed to synthesize it. The reactants are: C=C(C)COC(C)=O.CC(=O)[O-].CC=CCCl. (6) Given the product N#CC(c1ccccc1)(c1ccccc1)C12CC[N+](CCCCOc3ccccc3)(CC1)CC2, predict the reactants needed to synthesize it. The reactants are: BrCCCCOc1ccccc1.N#CC(c1ccccc1)(c1ccccc1)C12CCN(CC1)CC2.